The task is: Predict the reactants needed to synthesize the given product.. This data is from Full USPTO retrosynthesis dataset with 1.9M reactions from patents (1976-2016). Given the product [Br-:1].[CH3:12][C:9]1[N:10]=[CH:11][C:6]([NH:5][C:3](=[O:4])[CH2:2][N+:25]23[CH2:26][CH2:27][CH:28]([CH2:29][CH2:30]2)[C@@H:23]([O:22][C:20](=[O:21])[C:19]([N:13]2[CH2:14][CH2:15][CH2:16][CH2:17][CH2:18]2)([C:32]2[S:33][CH:34]=[CH:35][CH:36]=2)[CH3:31])[CH2:24]3)=[N:7][CH:8]=1, predict the reactants needed to synthesize it. The reactants are: [Br:1][CH2:2][C:3]([NH:5][C:6]1[CH:11]=[N:10][C:9]([CH3:12])=[CH:8][N:7]=1)=[O:4].[N:13]1([C:19]([C:32]2[S:33][CH:34]=[CH:35][CH:36]=2)([CH3:31])[C:20]([O:22][C@@H:23]2[CH:28]3[CH2:29][CH2:30][N:25]([CH2:26][CH2:27]3)[CH2:24]2)=[O:21])[CH2:18][CH2:17][CH2:16][CH2:15][CH2:14]1.